From a dataset of Reaction yield outcomes from USPTO patents with 853,638 reactions. Predict the reaction yield, written as a fraction of the theoretical maximum amount of product (1.0 means a 100% yield; for example, 0.34 means a 34% yield). (1) The reactants are [F:1][C:2]1[CH:12]=[CH:11][C:5]([CH2:6][NH:7][C:8](=[O:10])[CH3:9])=[CH:4][CH:3]=1.[H-].[Na+].Br[CH2:16][CH2:17][CH2:18][C:19]1[CH:24]=[CH:23][CH:22]=[CH:21][CH:20]=1. The catalyst is C1(C)C=CC=CC=1. The product is [F:1][C:2]1[CH:3]=[CH:4][C:5]([CH2:6][N:7]([CH2:16][CH2:17][CH2:18][C:19]2[CH:24]=[CH:23][CH:22]=[CH:21][CH:20]=2)[C:8](=[O:10])[CH3:9])=[CH:11][CH:12]=1. The yield is 0.190. (2) The reactants are [H-].[Na+].[CH2:3]([OH:10])[C:4]1[CH:9]=[CH:8][CH:7]=[CH:6][CH:5]=1.[Br:11][C:12]1[CH:17]=[C:16](F)[CH:15]=[C:14]([F:19])[CH:13]=1.O. The catalyst is C1COCC1. The product is [Br:11][C:12]1[CH:17]=[C:16]([O:10][CH2:3][C:4]2[CH:9]=[CH:8][CH:7]=[CH:6][CH:5]=2)[CH:15]=[C:14]([F:19])[CH:13]=1. The yield is 0.980.